Dataset: Peptide-MHC class I binding affinity with 185,985 pairs from IEDB/IMGT. Task: Regression. Given a peptide amino acid sequence and an MHC pseudo amino acid sequence, predict their binding affinity value. This is MHC class I binding data. The peptide sequence is FPNITLKII. The MHC is Patr-B1301 with pseudo-sequence YYSEYRNIYAQTDVSNLYLSYEYYTWAVRAYTWY. The binding affinity (normalized) is 0.731.